This data is from Peptide-MHC class I binding affinity with 185,985 pairs from IEDB/IMGT. The task is: Regression. Given a peptide amino acid sequence and an MHC pseudo amino acid sequence, predict their binding affinity value. This is MHC class I binding data. (1) The peptide sequence is WEIQQVVDA. The MHC is HLA-B40:01 with pseudo-sequence HLA-B40:01. The binding affinity (normalized) is 0.358. (2) The peptide sequence is LLNETAKVI. The MHC is HLA-A02:01 with pseudo-sequence HLA-A02:01. The binding affinity (normalized) is 0.445. (3) The peptide sequence is RRRRRRAAL. The MHC is HLA-B27:05 with pseudo-sequence HLA-B27:05. The binding affinity (normalized) is 0.308. (4) The peptide sequence is RIVIYIVQML. The MHC is Mamu-A07 with pseudo-sequence Mamu-A07. The binding affinity (normalized) is 0.116. (5) The peptide sequence is YMREVGAAL. The MHC is BoLA-D18.4 with pseudo-sequence BoLA-D18.4. The binding affinity (normalized) is 0.555.